From a dataset of KCNQ2 potassium channel screen with 302,405 compounds. Binary Classification. Given a drug SMILES string, predict its activity (active/inactive) in a high-throughput screening assay against a specified biological target. (1) The drug is O=C(Nc1cc(ccc1)C)C1CCN(CC1)c1nc(ccn1)C. The result is 0 (inactive). (2) The compound is Clc1ccc(NC(=O)Nc2cc(F)ccc2)nc1. The result is 0 (inactive). (3) The result is 0 (inactive). The compound is P(=O)(C(C)C)(C(C)C)C(OCC)OCC. (4) The molecule is S(=O)(=O)(Nc1nc(OC)nc(OC)c1)c1ccc(N)cc1. The result is 0 (inactive). (5) The compound is Clc1c(N\C=C2\C(O)=CC(=O)C=C2)cc(Cl)c(NC(=O)C)c1. The result is 0 (inactive).